Dataset: Peptide-MHC class II binding affinity with 134,281 pairs from IEDB. Task: Regression. Given a peptide amino acid sequence and an MHC pseudo amino acid sequence, predict their binding affinity value. This is MHC class II binding data. (1) The peptide sequence is FDLSGIAFGSMAKKG. The MHC is HLA-DQA10501-DQB10301 with pseudo-sequence HLA-DQA10501-DQB10301. The binding affinity (normalized) is 0.588. (2) The peptide sequence is GVWTFDSEEPLQGPF. The MHC is DRB1_1501 with pseudo-sequence DRB1_1501. The binding affinity (normalized) is 0.219. (3) The peptide sequence is AFASGFRAINPTMRQ. The MHC is HLA-DQA10501-DQB10201 with pseudo-sequence HLA-DQA10501-DQB10201. The binding affinity (normalized) is 0.329.